This data is from Reaction yield outcomes from USPTO patents with 853,638 reactions. The task is: Predict the reaction yield, written as a fraction of the theoretical maximum amount of product (1.0 means a 100% yield; for example, 0.34 means a 34% yield). (1) The reactants are [F:1][C:2]1[C:10]2[CH2:9][CH2:8][CH2:7][CH2:6][C:5]=2[N:4]2[CH2:11][CH2:12][N:13]([C:16]3[N:23]=[CH:22][CH:21]=[C:20]([C:24]4[CH:29]=[C:28]([NH:30][C:31]5[CH:36]=[CH:35][CH:34]=[CH:33][N:32]=5)[C:27](=[O:37])[N:26]([CH3:38])[CH:25]=4)[C:17]=3[CH:18]=[O:19])[C:14](=[O:15])[C:3]=12.[BH4-].[Na+]. The catalyst is CO. The product is [F:1][C:2]1[C:10]2[CH2:9][CH2:8][CH2:7][CH2:6][C:5]=2[N:4]2[CH2:11][CH2:12][N:13]([C:16]3[C:17]([CH2:18][OH:19])=[C:20]([C:24]4[CH:29]=[C:28]([NH:30][C:31]5[CH:36]=[CH:35][CH:34]=[CH:33][N:32]=5)[C:27](=[O:37])[N:26]([CH3:38])[CH:25]=4)[CH:21]=[CH:22][N:23]=3)[C:14](=[O:15])[C:3]=12. The yield is 0.260. (2) The reactants are F[C:2]1[CH:7]=[CH:6][CH:5]=[CH:4][CH:3]=1.[C:8](#[N:12])[CH:9]([CH3:11])[CH3:10].C[Si]([N-][Si](C)(C)C)(C)C.[K+]. The catalyst is C1(C)C=CC=CC=1.C(OCC)C. The product is [CH3:10][C:9]([C:2]1[CH:7]=[CH:6][CH:5]=[CH:4][CH:3]=1)([CH3:11])[C:8]#[N:12]. The yield is 0.500.